From a dataset of Catalyst prediction with 721,799 reactions and 888 catalyst types from USPTO. Predict which catalyst facilitates the given reaction. (1) The catalyst class is: 3. Reactant: [OH:1][CH2:2][C:3]([CH3:8])([CH3:7])[C:4]([OH:6])=[O:5].[CH2:9](Br)[C:10]1[CH:15]=[CH:14][CH:13]=[CH:12][CH:11]=1.C([O-])([O-])=O.[Cs+].[Cs+]. Product: [OH:1][CH2:2][C:3]([CH3:8])([CH3:7])[C:4]([O:6][CH2:9][C:10]1[CH:15]=[CH:14][CH:13]=[CH:12][CH:11]=1)=[O:5]. (2) Reactant: [CH:1]1([CH:6]=O)[CH2:5][CH2:4][CH2:3][CH2:2]1.[C:8]([CH2:10][C:11]([O:13]C)=O)#[N:9].[NH2:15][C:16]([NH2:18])=[S:17].N1CCCCC1. Product: [CH:1]1([C:6]2[N:15]=[C:16]([SH:17])[NH:18][C:11](=[O:13])[C:10]=2[C:8]#[N:9])[CH2:2][CH2:3][CH2:4][CH2:5]1. The catalyst class is: 8. (3) Reactant: [Cl:1][C:2]1[CH:3]=[CH:4][CH:5]=[C:6]2[C:11]=1[C:10]([CH:12]=C)=[N:9][C:8]([C@@H:14]([NH:16][C:17]1[N:25]=[CH:24][N:23]=[C:22]3[C:18]=1[N:19]=[CH:20][N:21]3[CH2:26][C:27]1[CH:32]=[CH:31][C:30]([O:33][CH3:34])=[CH:29][CH:28]=1)[CH3:15])=[CH:7]2.I([O-])(=O)(=O)=[O:36].[Na+]. Product: [Cl:1][C:2]1[CH:3]=[CH:4][CH:5]=[C:6]2[C:11]=1[C:10]([CH:12]=[O:36])=[N:9][C:8]([C@@H:14]([NH:16][C:17]1[N:25]=[CH:24][N:23]=[C:22]3[C:18]=1[N:19]=[CH:20][N:21]3[CH2:26][C:27]1[CH:32]=[CH:31][C:30]([O:33][CH3:34])=[CH:29][CH:28]=1)[CH3:15])=[CH:7]2. The catalyst class is: 785. (4) Reactant: [C:1]([C:4]1[CH:12]=[CH:11][C:7]([C:8](O)=[O:9])=[CH:6][CH:5]=1)(=[O:3])[CH3:2].[CH3:13][NH:14][CH3:15].Cl.CN(C)CCCN=C=NCC.O.ON1C2C=CC=CC=2N=N1.C(N(CC)C(C)C)(C)C. Product: [C:1]([C:4]1[CH:12]=[CH:11][C:7]([C:8]([N:14]([CH3:15])[CH3:13])=[O:9])=[CH:6][CH:5]=1)(=[O:3])[CH3:2]. The catalyst class is: 23. (5) Reactant: [Br:1][C:2]1[CH:7]=[CH:6][N:5]=[C:4]2[N:8]([S:24]([C:27]3[CH:33]=[CH:32][C:30]([CH3:31])=[CH:29][CH:28]=3)(=[O:26])=[O:25])[C:9]([C:11]3[CH2:16][CH2:15][N:14](C(OC(C)(C)C)=O)[CH2:13][CH:12]=3)=[CH:10][C:3]=12.[F:34][C:35]([F:40])([F:39])[C:36]([OH:38])=[O:37]. Product: [Br:1][C:2]1[CH:7]=[CH:6][N:5]=[C:4]2[N:8]([S:24]([C:27]3[CH:28]=[CH:29][C:30]([CH3:31])=[CH:32][CH:33]=3)(=[O:26])=[O:25])[C:9]([C:11]3[CH2:16][CH2:15][NH:14][CH2:13][CH:12]=3)=[CH:10][C:3]=12.[F:34][C:35]([F:40])([F:39])[C:36]([O-:38])=[O:37]. The catalyst class is: 4. (6) Reactant: [Cl:1][C:2]1[CH:7]=[CH:6][C:5]([C:8]#[C:9][C:10]([OH:12])=O)=[CH:4][CH:3]=1.C1C=CC2N(O)N=NC=2C=1.C(Cl)CCl.[NH2:27][C:28]1[CH:29]=[C:30]([NH:34][C:35]2[N:43]=[C:42]([NH:44][CH:45]3[CH2:50][CH2:49][CH:48]([OH:51])[CH2:47][CH2:46]3)[N:41]=[C:40]3[C:36]=2[N:37]=[CH:38][N:39]3[CH2:52][CH3:53])[CH:31]=[CH:32][CH:33]=1. Product: [CH2:52]([N:39]1[CH:38]=[N:37][C:36]2[C:40]1=[N:41][C:42]([NH:44][C@H:45]1[CH2:50][CH2:49][C@H:48]([OH:51])[CH2:47][CH2:46]1)=[N:43][C:35]=2[NH:34][C:30]1[CH:29]=[C:28]([NH:27][C:10](=[O:12])[C:9]#[C:8][C:5]2[CH:4]=[CH:3][C:2]([Cl:1])=[CH:7][CH:6]=2)[CH:33]=[CH:32][CH:31]=1)[CH3:53]. The catalyst class is: 3. (7) Reactant: [F:1][C:2]1[CH:10]=[C:9]([C:11]([F:14])([F:13])[F:12])[CH:8]=[CH:7][C:3]=1[C:4](O)=[O:5].C(Cl)(=O)C(Cl)=O.[NH3:21]. Product: [F:1][C:2]1[CH:10]=[C:9]([C:11]([F:14])([F:13])[F:12])[CH:8]=[CH:7][C:3]=1[C:4]([NH2:21])=[O:5]. The catalyst class is: 1. (8) Reactant: [C:1]([C:3]1[CH:8]=[CH:7][C:6]([CH:9]2[CH2:14][CH2:13][N:12]([C:15]([C:17]3[C:18]([CH2:31][CH3:32])=[CH:19][C:20]([CH:27]4[CH2:30][CH2:29][CH2:28]4)=[C:21]([CH:26]=3)[C:22]([O:24]C)=O)=[O:16])[CH2:11][CH2:10]2)=[CH:5][CH:4]=1)#[N:2].O.[NH2:34][NH2:35]. Product: [C:1]([C:3]1[CH:8]=[CH:7][C:6]([CH:9]2[CH2:14][CH2:13][N:12]([C:15]([C:17]3[C:18]([CH2:31][CH3:32])=[CH:19][C:20]([CH:27]4[CH2:30][CH2:29][CH2:28]4)=[C:21]([CH:26]=3)[C:22]([NH:34][NH2:35])=[O:24])=[O:16])[CH2:11][CH2:10]2)=[CH:5][CH:4]=1)#[N:2]. The catalyst class is: 5.